This data is from Catalyst prediction with 721,799 reactions and 888 catalyst types from USPTO. The task is: Predict which catalyst facilitates the given reaction. (1) Reactant: [CH3:1][O:2][C:3]([C:5]1[CH:9]=[C:8]([C:10](=[O:13])[CH2:11]Br)[S:7][CH:6]=1)=[O:4].[NH2:14][C:15]([NH2:17])=O. Product: [CH3:1][O:2][C:3]([C:5]1[CH:9]=[C:8]([C:10]2[O:13][C:15]([NH2:17])=[N:14][CH:11]=2)[S:7][CH:6]=1)=[O:4]. The catalyst class is: 3. (2) Product: [Cl:11][C:12]1[CH:17]=[CH:16][C:15]([C:18]2[CH:19]=[CH:20][C:21]([NH:24][C:25](=[O:36])/[CH:26]=[CH:27]/[C:28]3[CH:29]=[CH:30][C:31]([CH2:34][N:7]([CH:1]4[CH2:6][CH2:5][CH2:4][CH2:3][CH2:2]4)[CH2:8][CH2:9][OH:10])=[CH:32][CH:33]=3)=[CH:22][CH:23]=2)=[CH:14][CH:13]=1. The catalyst class is: 3. Reactant: [CH:1]1([NH:7][CH2:8][CH2:9][OH:10])[CH2:6][CH2:5][CH2:4][CH2:3][CH2:2]1.[Cl:11][C:12]1[CH:17]=[CH:16][C:15]([C:18]2[CH:23]=[CH:22][C:21]([NH:24][C:25](=[O:36])/[CH:26]=[CH:27]/[C:28]3[CH:33]=[CH:32][C:31]([CH2:34]Cl)=[CH:30][CH:29]=3)=[CH:20][CH:19]=2)=[CH:14][CH:13]=1. (3) Reactant: [Cl:1][C:2]1[CH:3]=[C:4]([CH:21]=[CH:22][CH:23]=1)[CH2:5][NH:6][C:7]1[N:20]=[C:10]2[C:11]([O:18][CH3:19])=[CH:12][C:13]([C:15]([OH:17])=O)=[CH:14][N:9]2[N:8]=1.[CH3:24][C:25]1([CH2:32][OH:33])[CH2:30][O:29][CH:28]([CH3:31])[CH2:27][NH:26]1.C(N(CC)C(C)C)(C)C.CN(C(ON1N=NC2C=CC=NC1=2)=[N+](C)C)C.F[P-](F)(F)(F)(F)F. Product: [Cl:1][C:2]1[CH:3]=[C:4]([CH:21]=[CH:22][CH:23]=1)[CH2:5][NH:6][C:7]1[N:20]=[C:10]2[C:11]([O:18][CH3:19])=[CH:12][C:13]([C:15]([N:26]3[C:25]([CH2:32][OH:33])([CH3:24])[CH2:30][O:29][CH:28]([CH3:31])[CH2:27]3)=[O:17])=[CH:14][N:9]2[N:8]=1. The catalyst class is: 9. (4) Reactant: [O:1]1[CH2:6][CH:5]=[C:4]([C:7]2[C:15]3[C:10](=[CH:11][CH:12]=[C:13]([N+:16]([O-])=O)[CH:14]=3)[N:9]([C:19]([C:32]3[CH:37]=[CH:36][CH:35]=[CH:34][CH:33]=3)([C:26]3[CH:31]=[CH:30][CH:29]=[CH:28][CH:27]=3)[C:20]3[CH:25]=[CH:24][CH:23]=[CH:22][CH:21]=3)[N:8]=2)[CH2:3][CH2:2]1. Product: [O:1]1[CH2:2][CH:3]=[C:4]([C:7]2[C:15]3[C:10](=[CH:11][CH:12]=[C:13]([NH2:16])[CH:14]=3)[N:9]([C:19]([C:20]3[CH:25]=[CH:24][CH:23]=[CH:22][CH:21]=3)([C:32]3[CH:33]=[CH:34][CH:35]=[CH:36][CH:37]=3)[C:26]3[CH:31]=[CH:30][CH:29]=[CH:28][CH:27]=3)[N:8]=2)[CH2:5][CH2:6]1.[O:1]1[CH2:6][CH2:5][CH:4]([C:7]2[C:15]3[C:10](=[CH:11][CH:12]=[C:13]([NH2:16])[CH:14]=3)[N:9]([C:19]([C:20]3[CH:25]=[CH:24][CH:23]=[CH:22][CH:21]=3)([C:32]3[CH:33]=[CH:34][CH:35]=[CH:36][CH:37]=3)[C:26]3[CH:31]=[CH:30][CH:29]=[CH:28][CH:27]=3)[N:8]=2)[CH2:3][CH2:2]1. The catalyst class is: 19. (5) Reactant: [CH:1]1([C:4]2[N:9]=[C:8]([C:10]3[C:18]4[C:13](=[CH:14][CH:15]=[C:16]([C:19]5[CH:24]=[N:23][CH:22]=[C:21]([CH:25]6[CH2:27][CH2:26]6)[N:20]=5)[CH:17]=4)[N:12](S(C4C=CC(C)=CC=4)(=O)=O)[CH:11]=3)[CH:7]=[N:6][CH:5]=2)[CH2:3][CH2:2]1.[OH-].[Na+].[Na+].[Cl-]. Product: [CH:1]1([C:4]2[N:9]=[C:8]([C:10]3[C:18]4[C:13](=[CH:14][CH:15]=[C:16]([C:19]5[CH:24]=[N:23][CH:22]=[C:21]([CH:25]6[CH2:27][CH2:26]6)[N:20]=5)[CH:17]=4)[NH:12][CH:11]=3)[CH:7]=[N:6][CH:5]=2)[CH2:3][CH2:2]1. The catalyst class is: 225. (6) Reactant: [CH2:1]([O:3][C:4]1[CH:11]=[CH:10][CH:9]=[CH:8][C:5]=1[CH2:6][NH2:7])[CH3:2].[CH3:12][O:13][C:14]1[CH:19]=[CH:18][CH:17]=[CH:16][C:15]=1[S:20](Cl)(=[O:22])=[O:21]. Product: [CH2:1]([O:3][C:4]1[CH:11]=[CH:10][CH:9]=[CH:8][C:5]=1[CH2:6][NH:7][S:20]([C:15]1[CH:16]=[CH:17][CH:18]=[CH:19][C:14]=1[O:13][CH3:12])(=[O:22])=[O:21])[CH3:2]. The catalyst class is: 4.